This data is from Peptide-MHC class I binding affinity with 185,985 pairs from IEDB/IMGT. The task is: Regression. Given a peptide amino acid sequence and an MHC pseudo amino acid sequence, predict their binding affinity value. This is MHC class I binding data. (1) The peptide sequence is FMSHVKSVTK. The MHC is HLA-A33:01 with pseudo-sequence HLA-A33:01. The binding affinity (normalized) is 0.575. (2) The peptide sequence is HHSDDALFI. The MHC is HLA-B15:17 with pseudo-sequence HLA-B15:17. The binding affinity (normalized) is 0.0847. (3) The MHC is HLA-A02:03 with pseudo-sequence HLA-A02:03. The binding affinity (normalized) is 0.469. The peptide sequence is KLKSMEAEMI. (4) The peptide sequence is RFPLTFGW. The MHC is HLA-A23:01 with pseudo-sequence HLA-A23:01. The binding affinity (normalized) is 0.489. (5) The MHC is HLA-A26:03 with pseudo-sequence HLA-A26:03. The binding affinity (normalized) is 0.0847. The peptide sequence is KRIRLKHIF. (6) The peptide sequence is SEGVPDLLV. The MHC is HLA-B18:01 with pseudo-sequence HLA-B18:01. The binding affinity (normalized) is 0. (7) The peptide sequence is ILKKLSSIK. The MHC is HLA-A31:01 with pseudo-sequence HLA-A31:01. The binding affinity (normalized) is 0.255. (8) The peptide sequence is VSLVNSIQRR. The MHC is H-2-Kb with pseudo-sequence H-2-Kb. The binding affinity (normalized) is 0.0255.